This data is from Full USPTO retrosynthesis dataset with 1.9M reactions from patents (1976-2016). The task is: Predict the reactants needed to synthesize the given product. Given the product [CH3:7][C@@H:8]([N:15]1[CH2:21][CH:20]([OH:22])[C:17]2([CH2:18][CH2:19]2)[CH2:16]1)[C:9]1[CH:10]=[CH:11][CH:12]=[CH:13][CH:14]=1, predict the reactants needed to synthesize it. The reactants are: [H-].[H-].[H-].[H-].[Li+].[Al+3].[CH3:7][C@@H:8]([N:15]1[CH2:21][C:20](=[O:22])[C:17]2([CH2:19][CH2:18]2)[C:16]1=O)[C:9]1[CH:14]=[CH:13][CH:12]=[CH:11][CH:10]=1.CCOC(C)=O.O.